From a dataset of Full USPTO retrosynthesis dataset with 1.9M reactions from patents (1976-2016). Predict the reactants needed to synthesize the given product. (1) Given the product [CH2:1]([O:8][C:9]1[CH:10]=[C:11]([C@H:15]([O:16][S:33]([C:36]2[CH:42]=[CH:41][C:39]([CH3:40])=[CH:38][CH:37]=2)(=[O:35])=[O:34])[C@H:17]([C:19]2[CH:24]=[CH:23][CH:22]=[C:21]([O:25][CH2:26][C:27]3[CH:32]=[CH:31][CH:30]=[CH:29][CH:28]=3)[CH:20]=2)[O:18][S:33]([C:36]2[CH:42]=[CH:41][C:39]([CH3:40])=[CH:38][CH:37]=2)(=[O:35])=[O:34])[CH:12]=[CH:13][CH:14]=1)[C:2]1[CH:7]=[CH:6][CH:5]=[CH:4][CH:3]=1, predict the reactants needed to synthesize it. The reactants are: [CH2:1]([O:8][C:9]1[CH:10]=[C:11]([C@@H:15]([C@H:17]([C:19]2[CH:24]=[CH:23][CH:22]=[C:21]([O:25][CH2:26][C:27]3[CH:32]=[CH:31][CH:30]=[CH:29][CH:28]=3)[CH:20]=2)[OH:18])[OH:16])[CH:12]=[CH:13][CH:14]=1)[C:2]1[CH:7]=[CH:6][CH:5]=[CH:4][CH:3]=1.[S:33](Cl)([C:36]1[CH:42]=[CH:41][C:39]([CH3:40])=[CH:38][CH:37]=1)(=[O:35])=[O:34]. (2) Given the product [Br:1][C:2]1[C:3]([N:23]2[CH2:24][CH2:25][N:20]([CH2:19][C:16]3[CH:15]=[CH:14][N:13]=[CH:18][CH:17]=3)[CH2:21][CH2:22]2)=[C:4]([N+:9]([O-:11])=[O:10])[C:5]([NH2:8])=[N:6][CH:7]=1, predict the reactants needed to synthesize it. The reactants are: [Br:1][C:2]1[C:3](Cl)=[C:4]([N+:9]([O-:11])=[O:10])[C:5]([NH2:8])=[N:6][CH:7]=1.[N:13]1[CH:18]=[CH:17][C:16]([CH2:19][N:20]2[CH2:25][CH2:24][NH:23][CH2:22][CH2:21]2)=[CH:15][CH:14]=1.C(N(C(C)C)CC)(C)C. (3) Given the product [Cl:1][C:2]1[C:7]([S:8]([NH:21][C:16]2[CH:17]=[N:18][C:19]([CH3:20])=[C:14]([O:13][CH3:12])[CH:15]=2)(=[O:10])=[O:9])=[CH:6][CH:5]=[CH:4][N:3]=1, predict the reactants needed to synthesize it. The reactants are: [Cl:1][C:2]1[C:7]([S:8](Cl)(=[O:10])=[O:9])=[CH:6][CH:5]=[CH:4][N:3]=1.[CH3:12][O:13][C:14]1[CH:15]=[C:16]([NH2:21])[CH:17]=[N:18][C:19]=1[CH3:20].N1C=CC=CC=1. (4) Given the product [F:9][C:3]1[CH:4]=[C:5]([CH3:8])[CH:6]=[CH:7][C:2]=1[C:13]1[CH:14]=[CH:15][CH:16]=[CH:17][C:12]=1[CH:10]=[O:11], predict the reactants needed to synthesize it. The reactants are: Br[C:2]1[CH:7]=[CH:6][C:5]([CH3:8])=[CH:4][C:3]=1[F:9].[CH:10]([C:12]1[CH:17]=[CH:16][CH:15]=[CH:14][C:13]=1B(O)O)=[O:11].C(=O)([O-])[O-].[Na+].[Na+].C1(C)C(CCO)=CC=CC=1. (5) Given the product [CH3:1][O:2][C:3]1[CH:4]=[C:5]2[C:10](=[CH:11][C:12]=1[O:13][CH3:14])[N:9]=[CH:8][CH:7]=[C:6]2[O:15][C:16]1[CH:22]=[CH:21][C:19]([NH:20][C:37]([NH:45][C:46]2[S:47][C:48]([CH2:51][CH3:52])=[N:49][N:50]=2)=[O:43])=[CH:18][C:17]=1[CH3:23], predict the reactants needed to synthesize it. The reactants are: [CH3:1][O:2][C:3]1[CH:4]=[C:5]2[C:10](=[CH:11][C:12]=1[O:13][CH3:14])[N:9]=[CH:8][CH:7]=[C:6]2[O:15][C:16]1[CH:22]=[CH:21][C:19]([NH2:20])=[CH:18][C:17]=1[CH3:23].C(N(C(C)C)CC)(C)C.ClC(Cl)(O[C:37](=[O:43])OC(Cl)(Cl)Cl)Cl.[NH2:45][C:46]1[S:47][C:48]([CH2:51][CH3:52])=[N:49][N:50]=1. (6) Given the product [CH3:1][O:2][C:3]1[CH:7]([CH2:29][C:30]#[N:31])[CH2:6][C:5](=[O:8])[C:4]=1[C:9]1[C:14]([CH3:15])=[CH:13][C:12]([CH3:16])=[CH:11][C:10]=1[CH3:17], predict the reactants needed to synthesize it. The reactants are: [CH3:1][O:2][C:3]1[CH2:7][CH2:6][C:5](=[O:8])[C:4]=1[C:9]1[C:14]([CH3:15])=[CH:13][C:12]([CH3:16])=[CH:11][C:10]=1[CH3:17].[Li+].C[Si]([N-][Si](C)(C)C)(C)C.Br[CH2:29][C:30]#[N:31]. (7) Given the product [F:36][C:22]1[CH:21]=[CH:20][C:19]([C:18]2[N:17]=[C:9]([C:8]3[CH:12]=[CH:13][C:5]([O:4][CH:1]([CH3:2])[CH3:3])=[C:6]([CH2:14][O:15][CH3:16])[CH:7]=3)[O:11][N:37]=2)=[CH:35][C:23]=1[CH2:24][N:25]([CH3:34])[CH2:26][C:27]([O:29][C:30]([CH3:32])([CH3:31])[CH3:33])=[O:28], predict the reactants needed to synthesize it. The reactants are: [CH:1]([O:4][C:5]1[CH:13]=[CH:12][C:8]([C:9]([OH:11])=O)=[CH:7][C:6]=1[CH2:14][O:15][CH3:16])([CH3:3])[CH3:2].[NH2:17][C:18](=[N:37]O)[C:19]1[CH:20]=[CH:21][C:22]([F:36])=[C:23]([CH:35]=1)[CH2:24][N:25]([CH3:34])[CH2:26][C:27]([O:29][C:30]([CH3:33])([CH3:32])[CH3:31])=[O:28]. (8) Given the product [O:1]1[C:5]2[CH:6]=[CH:7][CH:8]=[CH:9][C:4]=2[CH:3]=[C:2]1[C:10]([NH:12][C:13]1([C:19]([NH:21][CH:22]2[CH2:27][CH2:26][N:25]([C:28]3[CH:33]=[C:32]([F:34])[CH:31]=[CH:30][C:29]=3[N:35]3[CH:39]=[CH:43][CH:42]=[CH:41]3)[CH2:24][CH:23]2[OH:36])=[O:20])[CH2:18][CH2:17][CH2:16][CH2:15][CH2:14]1)=[O:11], predict the reactants needed to synthesize it. The reactants are: [O:1]1[C:5]2[CH:6]=[CH:7][CH:8]=[CH:9][C:4]=2[CH:3]=[C:2]1[C:10]([NH:12][C:13]1([C:19]([NH:21][CH:22]2[CH2:27][CH2:26][N:25]([C:28]3[CH:33]=[C:32]([F:34])[CH:31]=[CH:30][C:29]=3[NH2:35])[CH2:24][CH:23]2[OH:36])=[O:20])[CH2:18][CH2:17][CH2:16][CH2:15][CH2:14]1)=[O:11].CO[CH:39]1[CH2:43][CH2:42][CH:41](OC)O1.